Dataset: Catalyst prediction with 721,799 reactions and 888 catalyst types from USPTO. Task: Predict which catalyst facilitates the given reaction. The catalyst class is: 18. Product: [CH2:1]([C:3]1[O:4][C:5]2[CH:11]=[C:10]([C:12]([NH:66][C:63]3[CH:62]=[CH:61][C:60]([CH3:59])=[CH:65][N:64]=3)=[O:14])[CH:9]=[C:8]([O:15][C:16]3[CH:17]=[CH:18][C:19]([S:22]([CH3:25])(=[O:24])=[O:23])=[CH:20][CH:21]=3)[C:6]=2[CH:7]=1)[CH3:2]. Reactant: [CH2:1]([C:3]1[O:4][C:5]2[CH:11]=[C:10]([C:12]([OH:14])=O)[CH:9]=[C:8]([O:15][C:16]3[CH:21]=[CH:20][C:19]([S:22]([CH3:25])(=[O:24])=[O:23])=[CH:18][CH:17]=3)[C:6]=2[CH:7]=1)[CH3:2].CN(C(ON1N=NC2C=CC=NC1=2)=[N+](C)C)C.F[P-](F)(F)(F)(F)F.CCN(C(C)C)C(C)C.[CH3:59][C:60]1[CH:61]=[CH:62][C:63]([NH2:66])=[N:64][CH:65]=1.